From a dataset of Reaction yield outcomes from USPTO patents with 853,638 reactions. Predict the reaction yield, written as a fraction of the theoretical maximum amount of product (1.0 means a 100% yield; for example, 0.34 means a 34% yield). (1) The reactants are [N+:1]([C:4]1[CH:9]=[CH:8][C:7]([C:10]2[N:11]=[CH:12][N:13]([CH2:15][CH2:16][C:17]([NH:20][CH2:21][CH:22]([C:24]3[CH:25]=[C:26]([NH:30][S:31]([C:34]4[CH:39]=[CH:38][CH:37]=[CH:36][CH:35]=4)(=[O:33])=[O:32])[CH:27]=[CH:28][CH:29]=3)[OH:23])([CH3:19])[CH3:18])[CH:14]=2)=[CH:6][CH:5]=1)([O-])=O. The catalyst is [Pd].CO. The product is [NH2:1][C:4]1[CH:5]=[CH:6][C:7]([C:10]2[N:11]=[CH:12][N:13]([CH2:15][CH2:16][C:17]([NH:20][CH2:21][CH:22]([C:24]3[CH:25]=[C:26]([NH:30][S:31]([C:34]4[CH:35]=[CH:36][CH:37]=[CH:38][CH:39]=4)(=[O:33])=[O:32])[CH:27]=[CH:28][CH:29]=3)[OH:23])([CH3:18])[CH3:19])[CH:14]=2)=[CH:8][CH:9]=1. The yield is 0.990. (2) The reactants are [CH2:1]([C:5]1[O:6][C:7]2[CH:22]=[CH:21][CH:20]=[CH:19][C:8]=2[C:9]=1[CH2:10][NH:11][C:12]1[CH:17]=[CH:16][C:15]([OH:18])=[CH:14][CH:13]=1)[CH2:2][CH2:3][CH3:4].Cl[S:24]([C:27]1[CH:35]=[CH:34][C:30]([C:31]([OH:33])=[O:32])=[C:29]([OH:36])[CH:28]=1)(=[O:26])=[O:25]. No catalyst specified. The product is [CH2:1]([C:5]1[O:6][C:7]2[CH:22]=[CH:21][CH:20]=[CH:19][C:8]=2[C:9]=1[CH2:10][NH:11][C:12]1[CH:13]=[CH:14][C:15]([O:18][S:24]([C:27]2[CH:35]=[CH:34][C:30]([C:31]([OH:33])=[O:32])=[C:29]([OH:36])[CH:28]=2)(=[O:26])=[O:25])=[CH:16][CH:17]=1)[CH2:2][CH2:3][CH3:4]. The yield is 0.850.